This data is from Forward reaction prediction with 1.9M reactions from USPTO patents (1976-2016). The task is: Predict the product of the given reaction. Given the reactants P(Cl)(Cl)Cl.[Cl:5][C:6]1[CH:11]=[CH:10][C:9]([CH:12]([C:29]2[CH:34]=[CH:33][C:32]([Cl:35])=[CH:31][CH:30]=2)[N:13]2[CH2:16][CH:15]([N:17]([CH2:21][C:22]3[CH:23]=[N+:24]([O-])[CH:25]=[CH:26][CH:27]=3)[SH:18](=[O:20])=[O:19])[CH2:14]2)=[CH:8][CH:7]=1.Cl, predict the reaction product. The product is: [Cl:35][C:32]1[CH:33]=[CH:34][C:29]([CH:12]([C:9]2[CH:8]=[CH:7][C:6]([Cl:5])=[CH:11][CH:10]=2)[N:13]2[CH2:14][CH:15]([N:17]([CH2:21][C:22]3[CH:23]=[N:24][CH:25]=[CH:26][CH:27]=3)[SH:18](=[O:19])=[O:20])[CH2:16]2)=[CH:30][CH:31]=1.